From a dataset of NCI-60 drug combinations with 297,098 pairs across 59 cell lines. Regression. Given two drug SMILES strings and cell line genomic features, predict the synergy score measuring deviation from expected non-interaction effect. (1) Drug 1: CC1=C(N=C(N=C1N)C(CC(=O)N)NCC(C(=O)N)N)C(=O)NC(C(C2=CN=CN2)OC3C(C(C(C(O3)CO)O)O)OC4C(C(C(C(O4)CO)O)OC(=O)N)O)C(=O)NC(C)C(C(C)C(=O)NC(C(C)O)C(=O)NCCC5=NC(=CS5)C6=NC(=CS6)C(=O)NCCC[S+](C)C)O. Drug 2: C(CCl)NC(=O)N(CCCl)N=O. Cell line: NCIH23. Synergy scores: CSS=29.5, Synergy_ZIP=-10.4, Synergy_Bliss=-5.41, Synergy_Loewe=-35.8, Synergy_HSA=-5.42. (2) Drug 1: CC12CCC3C(C1CCC2=O)CC(=C)C4=CC(=O)C=CC34C. Drug 2: CCN(CC)CCCC(C)NC1=C2C=C(C=CC2=NC3=C1C=CC(=C3)Cl)OC. Cell line: COLO 205. Synergy scores: CSS=75.6, Synergy_ZIP=2.81, Synergy_Bliss=1.08, Synergy_Loewe=2.36, Synergy_HSA=2.02.